From a dataset of Full USPTO retrosynthesis dataset with 1.9M reactions from patents (1976-2016). Predict the reactants needed to synthesize the given product. (1) Given the product [CH2:10]([NH:17][CH:3]=[C:4]1[CH2:8][CH2:7][O:6][C:5]1=[O:9])[C:11]1[CH:16]=[CH:15][CH:14]=[CH:13][CH:12]=1, predict the reactants needed to synthesize it. The reactants are: [Na].O[CH:3]=[C:4]1[CH2:8][CH2:7][O:6][C:5]1=[O:9].[CH2:10]([NH2:17])[C:11]1[CH:16]=[CH:15][CH:14]=[CH:13][CH:12]=1. (2) Given the product [ClH:32].[ClH:32].[C:1]1([C:7]2[CH:8]=[N:9][CH:10]=[C:11]([N:13]3[CH2:18][CH2:17][NH:16][CH2:15][CH2:14]3)[N:12]=2)[CH:2]=[CH:3][CH:4]=[CH:5][CH:6]=1, predict the reactants needed to synthesize it. The reactants are: [C:1]1([C:7]2[N:12]=[C:11]([N:13]3[CH2:18][CH2:17][N:16](C(OC(C)(C)C)=O)[CH2:15][CH2:14]3)[CH:10]=[N:9][CH:8]=2)[CH:6]=[CH:5][CH:4]=[CH:3][CH:2]=1.C(OCC)(=O)C.[ClH:32]. (3) Given the product [O:1]1[CH:5]=[CH:4][CH:3]=[C:2]1[C:6]1[CH:30]=[CH:29][C:9]2[C:10]3[CH:16]=[C:15]([S:17]([NH:20][C@H:21]([CH:26]([CH3:27])[CH3:28])[C:22]([OH:24])=[O:23])(=[O:18])=[O:19])[CH:14]=[CH:13][C:11]=3[O:12][C:8]=2[CH:7]=1, predict the reactants needed to synthesize it. The reactants are: [O:1]1[CH:5]=[CH:4][CH:3]=[C:2]1[C:6]1[CH:30]=[CH:29][C:9]2[C:10]3[CH:16]=[C:15]([S:17]([NH:20][C@H:21]([CH:26]([CH3:28])[CH3:27])[C:22]([O:24]C)=[O:23])(=[O:19])=[O:18])[CH:14]=[CH:13][C:11]=3[O:12][C:8]=2[CH:7]=1.[OH-].[Li+]. (4) Given the product [CH3:10][N:11]([CH3:15])[C:12]([N:38]1[CH2:37][C@@H:36]([C:40]2[CH:45]=[C:44]([F:46])[C:43]([F:47])=[C:42]([F:48])[CH:41]=2)[N:35]2[C:49](=[O:50])/[C:31](=[CH:30]/[C:20]3[CH:21]=[CH:22][C:23]([N:24]4[CH:28]=[C:27]([CH3:29])[N:26]=[CH:25]4)=[C:18]([O:17][CH3:16])[CH:19]=3)/[CH2:32][CH2:33][C@H:34]2[CH2:39]1)=[O:13], predict the reactants needed to synthesize it. The reactants are: C(N(C(C)C)CC)(C)C.[CH3:10][N:11]([CH3:15])[C:12](Cl)=[O:13].[CH3:16][O:17][C:18]1[CH:19]=[C:20](/[CH:30]=[C:31]2\[CH2:32][CH2:33][C@H:34]3[CH2:39][NH:38][CH2:37][C@@H:36]([C:40]4[CH:45]=[C:44]([F:46])[C:43]([F:47])=[C:42]([F:48])[CH:41]=4)[N:35]3[C:49]\2=[O:50])[CH:21]=[CH:22][C:23]=1[N:24]1[CH:28]=[C:27]([CH3:29])[N:26]=[CH:25]1.O.C(=O)(O)[O-].[Na+]. (5) Given the product [C:18]([O:17][C:16]([NH:15][C:10]1[CH:11]=[CH:12][CH:13]=[CH:14][C:9]=1[NH:8][C:6](=[O:7])[C:5]1[CH:23]=[CH:24][C:2]([C:28]2[CH:27]=[N:26][CH:31]=[CH:30][CH:29]=2)=[C:3]([F:25])[CH:4]=1)=[O:22])([CH3:21])([CH3:20])[CH3:19], predict the reactants needed to synthesize it. The reactants are: Br[C:2]1[CH:24]=[CH:23][C:5]([C:6]([NH:8][C:9]2[CH:14]=[CH:13][CH:12]=[CH:11][C:10]=2[NH:15][C:16](=[O:22])[O:17][C:18]([CH3:21])([CH3:20])[CH3:19])=[O:7])=[CH:4][C:3]=1[F:25].[N:26]1[CH:31]=[CH:30][CH:29]=[C:28](B(O)O)[CH:27]=1.C(=O)([O-])O.[Na+]. (6) Given the product [O:4]=[C:3]1[CH2:2][O:12][C:11]2[CH:10]=[CH:9][C:8]([CH:13]([CH3:19])[C:14]([O:16][CH2:17][CH3:18])=[O:15])=[CH:7][C:6]=2[NH:5]1, predict the reactants needed to synthesize it. The reactants are: Cl[CH2:2][C:3]([NH:5][C:6]1[CH:7]=[C:8]([CH:13]([CH3:19])[C:14]([O:16][CH2:17][CH3:18])=[O:15])[CH:9]=[CH:10][C:11]=1[OH:12])=[O:4].C(=O)([O-])[O-].[K+].[K+].O. (7) Given the product [CH2:39]([O:38][CH2:37][C@H:19]([NH:18][C:15](=[O:17])[CH2:14][N:11]1[CH2:10][CH2:9][N:8]([C:3]2[N:2]=[CH:7][CH:6]=[CH:5][N:4]=2)[CH2:13][CH2:12]1)[C:20]([NH:22][C:23]1[CH:28]=[CH:27][C:26]([O:29][C:30]2[CH:35]=[CH:34][C:33]([F:36])=[CH:32][CH:31]=2)=[CH:25][CH:24]=1)=[O:21])[C:40]1[CH:45]=[CH:44][CH:43]=[CH:42][CH:41]=1, predict the reactants needed to synthesize it. The reactants are: Cl.[N:2]1[CH:7]=[CH:6][CH:5]=[N:4][C:3]=1[N:8]1[CH2:13][CH2:12][N:11]([CH2:14][C:15]([OH:17])=O)[CH2:10][CH2:9]1.[NH2:18][C@@H:19]([CH2:37][O:38][CH2:39][C:40]1[CH:45]=[CH:44][CH:43]=[CH:42][CH:41]=1)[C:20]([NH:22][C:23]1[CH:28]=[CH:27][C:26]([O:29][C:30]2[CH:35]=[CH:34][C:33]([F:36])=[CH:32][CH:31]=2)=[CH:25][CH:24]=1)=[O:21]. (8) The reactants are: [F:1][C:2]1([F:30])[CH2:7][CH2:6][N:5]([C:8]([C:10]2[NH:11][C:12]3[C:17]([CH:18]=2)=[CH:16][C:15]([C:19]([N:21]2[CH2:26][CH2:25][N:24]([CH:27]([CH3:29])[CH3:28])[CH2:23][CH2:22]2)=[O:20])=[CH:14][CH:13]=3)=[O:9])[CH2:4][CH2:3]1.[CH:31]1(B(O)O)[CH2:34][CH2:33][CH2:32]1.N1C=CC=CC=1. Given the product [CH:31]1([N:11]2[C:12]3[C:17](=[CH:16][C:15]([C:19]([N:21]4[CH2:22][CH2:23][N:24]([CH:27]([CH3:28])[CH3:29])[CH2:25][CH2:26]4)=[O:20])=[CH:14][CH:13]=3)[CH:18]=[C:10]2[C:8]([N:5]2[CH2:6][CH2:7][C:2]([F:1])([F:30])[CH2:3][CH2:4]2)=[O:9])[CH2:34][CH2:33][CH2:32]1, predict the reactants needed to synthesize it.